From a dataset of Catalyst prediction with 721,799 reactions and 888 catalyst types from USPTO. Predict which catalyst facilitates the given reaction. (1) Reactant: [CH3:1][C@@H:2]1[CH2:24][C:23]2[C:25](=[O:26])[C:18](=[CH:19][C:20]([C:22]=2OC)=[O:21])[NH:17][C:15](=[O:16])[C:14]([CH3:29])=[CH:13][CH:12]=[CH:11][C@H:10]([O:30][CH3:31])[C@@H:9]([O:32][C:33]([NH2:35])=[O:34])[C:8]([CH3:36])=[CH:7][C@H:6]([CH3:37])[C@@H:5]([OH:38])[C@@H:4]([O:39][CH3:40])[CH2:3]1.[CH3:41][N:42]([CH3:46])[CH2:43][CH2:44][NH2:45]. Product: [CH3:1][C@@H:2]1[CH2:24][C:23]2[C:25](=[O:26])[C:18](=[CH:19][C:20]([C:22]=2[NH:45][CH2:44][CH2:43][N:42]([CH3:46])[CH3:41])=[O:21])[NH:17][C:15](=[O:16])[C:14]([CH3:29])=[CH:13][CH:12]=[CH:11][C@H:10]([O:30][CH3:31])[C@@H:9]([O:32][C:33]([NH2:35])=[O:34])[C:8]([CH3:36])=[CH:7][C@H:6]([CH3:37])[C@@H:5]([OH:38])[C@@H:4]([O:39][CH3:40])[CH2:3]1. The catalyst class is: 2. (2) The catalyst class is: 11. Reactant: [C:1]([O:5][CH2:6][CH2:7][CH2:8][CH2:9][CH2:10][CH2:11][CH2:12][CH2:13][CH2:14][CH2:15][CH2:16][CH2:17][CH2:18][CH2:19][CH2:20][CH2:21][CH2:22][CH2:23][CH2:24][CH2:25][CH2:26][CH3:27])(=[O:4])[CH:2]=[CH2:3].[C:28]([O:33][CH2:34][CH2:35][CH2:36][CH2:37][CH2:38][CH2:39][CH2:40][CH2:41][CH2:42][CH2:43][CH2:44][CH3:45])(=[O:32])[C:29]([CH3:31])=[CH2:30].[CH2:46]=[CH:47][C:48]1[CH:53]=[CH:52][CH:51]=[CH:50][CH:49]=1. Product: [C:1]([O:5][CH2:6][CH2:7][CH2:8][CH2:9][CH2:10][CH2:11][CH2:12][CH2:13][CH2:14][CH2:15][CH2:16][CH2:17][CH2:18][CH2:19][CH2:20][CH2:21][CH2:22][CH2:23][CH2:24][CH2:25][CH2:26][CH3:27])(=[O:4])[CH:2]=[CH2:3].[C:28]([O:33][CH2:34][CH2:35][CH2:36][CH2:37][CH2:38][CH2:39][CH2:40][CH2:41][CH2:42][CH2:43][CH2:44][CH3:45])(=[O:32])[C:29]([CH3:31])=[CH2:30].[CH2:46]=[CH:47][C:48]1[CH:53]=[CH:52][CH:51]=[CH:50][CH:49]=1. (3) Reactant: [CH3:1][CH2:2][CH2:3][CH2:4][CH2:5][CH2:6][CH2:7][CH2:8][CH2:9][CH2:10][CH2:11][CH2:12][SH:13].[H-].[Na+:15].[C:16](=[S:18])=[S:17]. Product: [C:16](=[S:17])([S-:18])[S:13][CH2:12][CH2:11][CH2:10][CH2:9][CH2:8][CH2:7][CH2:6][CH2:5][CH2:4][CH2:3][CH2:2][CH3:1].[Na+:15]. The catalyst class is: 27.